Dataset: Full USPTO retrosynthesis dataset with 1.9M reactions from patents (1976-2016). Task: Predict the reactants needed to synthesize the given product. (1) Given the product [CH3:15][C:16]1[N:20]([C:2]2[CH:7]=[CH:6][C:5]([N:8]3[CH:13]=[CH:12][CH:11]=[CH:10][C:9]3=[O:14])=[CH:4][CH:3]=2)[CH:19]=[N:18][C:17]=1[CH:21]=[O:22], predict the reactants needed to synthesize it. The reactants are: I[C:2]1[CH:7]=[CH:6][C:5]([N:8]2[CH:13]=[CH:12][CH:11]=[CH:10][C:9]2=[O:14])=[CH:4][CH:3]=1.[CH3:15][C:16]1[NH:20][CH:19]=[N:18][C:17]=1[CH:21]=[O:22].C([O-])([O-])=O.[K+].[K+].OC1C=CC=C2C=1N=CC=C2. (2) Given the product [CH3:4][N:6]1[CH2:27][CH2:26][C:9]2[N:10]([CH3:25])[C:11]3[C:16]([C:8]=2[CH2:7]1)=[CH:15][CH:14]=[CH:13][C:12]=3[NH:17][C:18]1[CH:23]=[CH:22][C:21]([CH3:24])=[CH:20][CH:19]=1, predict the reactants needed to synthesize it. The reactants are: C(O[C:4]([N:6]1[CH2:27][CH2:26][C:9]2[N:10]([CH3:25])[C:11]3[C:12]([NH:17][C:18]4[CH:23]=[CH:22][C:21]([CH3:24])=[CH:20][CH:19]=4)=[CH:13][CH:14]=[CH:15][C:16]=3[C:8]=2[CH2:7]1)=O)C.[H-].[H-].[H-].[H-].[Li+].[Al+3].